From a dataset of Reaction yield outcomes from USPTO patents with 853,638 reactions. Predict the reaction yield, written as a fraction of the theoretical maximum amount of product (1.0 means a 100% yield; for example, 0.34 means a 34% yield). The reactants are [CH2:1](O)[CH2:2][CH3:3].[NH2:5][CH:6]([C:11]1[CH:16]=[CH:15][C:14]([CH3:17])=[CH:13][CH:12]=1)[CH2:7][C:8]([OH:10])=[O:9].S(=O)(=O)(O)O. No catalyst specified. The yield is 0.880. The product is [NH2:5][CH:6]([C:11]1[CH:12]=[CH:13][C:14]([CH3:17])=[CH:15][CH:16]=1)[CH2:7][C:8]([O:10][CH2:1][CH2:2][CH3:3])=[O:9].